From a dataset of Reaction yield outcomes from USPTO patents with 853,638 reactions. Predict the reaction yield, written as a fraction of the theoretical maximum amount of product (1.0 means a 100% yield; for example, 0.34 means a 34% yield). (1) The reactants are [CH2:1]([N:8]([CH2:18][C:19]1[CH:24]=[CH:23][CH:22]=[CH:21][CH:20]=1)[CH:9]([CH2:13][O:14][CH:15]([F:17])[F:16])[C:10](O)=[O:11])[C:2]1[CH:7]=[CH:6][CH:5]=[CH:4][CH:3]=1.C(N(CC)CC)C.ClC(OCC(C)C)=O.[F:40][C:41]1[CH:48]=[CH:47][C:44]([CH2:45][NH2:46])=[CH:43][CH:42]=1. The catalyst is C1COCC1.C(OCC)(=O)C. The product is [CH2:1]([N:8]([CH2:18][C:19]1[CH:20]=[CH:21][CH:22]=[CH:23][CH:24]=1)[CH:9]([CH2:13][O:14][CH:15]([F:16])[F:17])[C:10]([NH:46][CH2:45][C:44]1[CH:47]=[CH:48][C:41]([F:40])=[CH:42][CH:43]=1)=[O:11])[C:2]1[CH:3]=[CH:4][CH:5]=[CH:6][CH:7]=1. The yield is 0.892. (2) The reactants are [C:1]([O:5][C:6]([N:8]1[CH2:13][CH2:12][C:11](=O)[CH2:10][CH2:9]1)=[O:7])([CH3:4])([CH3:3])[CH3:2].[NH:15]1[CH2:18][CH2:17][CH2:16]1.C(O[BH-](OC(=O)C)OC(=O)C)(=O)C.[Na+]. The catalyst is ClC(Cl)C. The product is [C:1]([O:5][C:6]([N:8]1[CH2:13][CH2:12][CH:11]([N:15]2[CH2:18][CH2:17][CH2:16]2)[CH2:10][CH2:9]1)=[O:7])([CH3:4])([CH3:3])[CH3:2]. The yield is 0.950.